The task is: Regression. Given a target protein amino acid sequence and a drug SMILES string, predict the binding affinity score between them. We predict KIBA score (integrated kinase binding score). Dataset: kiba.. This data is from Kinase inhibitor bioactivity data combining Ki, Kd, and IC50 measurements. (1) The compound is COc1ccc(CNC(=O)Nc2ncc([N+](=O)[O-])s2)cc1. The target protein (P28482) has sequence MAAAAAAGAGPEMVRGQVFDVGPRYTNLSYIGEGAYGMVCSAYDNVNKVRVAIKKISPFEHQTYCQRTLREIKILLRFRHENIIGINDIIRAPTIEQMKDVYIVQDLMETDLYKLLKTQHLSNDHICYFLYQILRGLKYIHSANVLHRDLKPSNLLLNTTCDLKICDFGLARVADPDHDHTGFLTEYVATRWYRAPEIMLNSKGYTKSIDIWSVGCILAEMLSNRPIFPGKHYLDQLNHILGILGSPSQEDLNCIINLKARNYLLSLPHKNKVPWNRLFPNADSKALDLLDKMLTFNPHKRIEVEQALAHPYLEQYYDPSDEPIAEAPFKFDMELDDLPKEKLKELIFEETARFQPGYRS. The KIBA score is 11.2. (2) The compound is CCCC(=O)Nc1n[nH]c2ccc(-c3nnn(Cc4ccccc4)c3-c3ccccc3)cc12. The target protein (Q96RG2) has sequence MEDGGLTAFEEDQRCLSQSLPLPVSAEGPAAQTTAEPSRSFSSAHRHLSRRNGLSRLCQSRTALSEDRWSSYCLSSLAAQNICTSKLHCPAAPEHTDPSEPRGSVSCCSLLRGLSSGWSSPLLPAPVCNPNKAIFTVDAKTTEILVANDKACGLLGYSSQDLIGQKLTQFFLRSDSDVVEALSEEHMEADGHAAVVFGTVVDIISRSGEKIPVSVWMKRMRQERRLCCVVVLEPVERVSTWVAFQSDGTVTSCDSLFAHLHGYVSGEDVAGQHITDLIPSVQLPPSGQHIPKNLKIQRSVGRARDGTTFPLSLKLKSQPSSEEATTGEAAPVSGYRASVWVFCTISGLITLLPDGTIHGINHSFALTLFGYGKTELLGKNITFLIPGFYSYMDLAYNSSLQLPDLASCLDVGNESGCGERTLDPWQGQDPAEGGQDPRINVVLAGGHVVPRDEIRKLMESQDIFTGTQTELIAGGQLLSCLSPQPAPGVDNVPEGSLPVH.... The KIBA score is 12.6. (3) The compound is CCN1CCN(c2ccc(Nc3cc(N(C)C(=O)Nc4c(Cl)c(OC)cc(OC)c4Cl)ncn3)cc2)CC1. The target protein (P30530) has sequence MAWRCPRMGRVPLAWCLALCGWACMAPRGTQAEESPFVGNPGNITGARGLTGTLRCQLQVQGEPPEVHWLRDGQILELADSTQTQVPLGEDEQDDWIVVSQLRITSLQLSDTGQYQCLVFLGHQTFVSQPGYVGLEGLPYFLEEPEDRTVAANTPFNLSCQAQGPPEPVDLLWLQDAVPLATAPGHGPQRSLHVPGLNKTSSFSCEAHNAKGVTTSRTATITVLPQQPRNLHLVSRQPTELEVAWTPGLSGIYPLTHCTLQAVLSNDGMGIQAGEPDPPEEPLTSQASVPPHQLRLGSLHPHTPYHIRVACTSSQGPSSWTHWLPVETPEGVPLGPPENISATRNGSQAFVHWQEPRAPLQGTLLGYRLAYQGQDTPEVLMDIGLRQEVTLELQGDGSVSNLTVCVAAYTAAGDGPWSLPVPLEAWRPGQAQPVHQLVKEPSTPAFSWPWWYVLLGAVVAAACVLILALFLVHRRKKETRYGEVFEPTVERGELVVRYRV.... The KIBA score is 11.1. (4) The small molecule is COc1nccc(-c2c(-c3ccc(F)cc3)ncn2C2CCNCC2)n1. The KIBA score is 11.3. The target protein (P51957) has sequence MPLAAYCYLRVVGKGSYGEVTLVKHRRDGKQYVIKKLNLRNASSRERRAAEQEAQLLSQLKHPNIVTYKESWEGGDGLLYIVMGFCEGGDLYRKLKEQKGQLLPENQVVEWFVQIAMALQYLHEKHILHRDLKTQNVFLTRTNIIKVGDLGIARVLENHCDMASTLIGTPYYMSPELFSNKPYNYKSDVWALGCCVYEMATLKHAFNAKDMNSLVYRIIEGKLPPMPRDYSPELAELIRTMLSKRPEERPSVRSILRQPYIKRQISFFLEATKIKTSKNNIKNGDSQSKPFATVVSGEAESNHEVIHPQPLSSEGSQTYIMGEGKCLSQEKPRASGLLKSPASLKAHTCKQDLSNTTELATISSVNIDILPAKGRDSVSDGFVQENQPRYLDASNELGGICSISQVEEEMLQDNTKSSAQPENLIPMWSSDIVTGEKNEPVKPLQPLIKEQKPKDQSLALSPKLECSGTILAHSNLRLLGSSDSPASASRVAGITGVCHH.... (5) The small molecule is c1cnc2nc(-c3ccc4[nH]ncc4c3)c(NC3CCCCC3)n2c1. The KIBA score is 11.5. The target protein (O00418) has sequence MADEDLIFRLEGVDGGQSPRAGHDGDSDGDSDDEEGYFICPITDDPSSNQNVNSKVNKYYSNLTKSERYSSSGSPANSFHFKEAWKHAIQKAKHMPDPWAEFHLEDIATERATRHRYNAVTGEWLDDEVLIKMASQPFGRGAMRECFRTKKLSNFLHAQQWKGASNYVAKRYIEPVDRDVYFEDVRLQMEAKLWGEEYNRHKPPKQVDIMQMCIIELKDRPGKPLFHLEHYIEGKYIKYNSNSGFVRDDNIRLTPQAFSHFTFERSGHQLIVVDIQGVGDLYTDPQIHTETGTDFGDGNLGVRGMALFFYSHACNRICESMGLAPFDLSPRERDAVNQNTKLLQSAKTILRGTEEKCGSPQVRTLSGSRPPLLRPLSENSGDENMSDVTFDSLPSSPSSATPHSQKLDHLHWPVFSDLDNMASRDHDHLDNHRESENSGDSGYPSEKRGELDDPEPREHGHSYSNRKYESDEDSLGSSGRVCVEKWNLLNSSRLHLPRAS....